Dataset: Forward reaction prediction with 1.9M reactions from USPTO patents (1976-2016). Task: Predict the product of the given reaction. (1) Given the reactants [CH2:1]([O:5][C:6]1[N:14]=[C:13]2[C:9]([N:10]=[C:11]([O:24]C)[N:12]2[CH2:15][CH2:16][CH2:17][CH:18]2[CH2:23][CH2:22][CH2:21][CH2:20][NH:19]2)=[C:8]([NH2:26])[N:7]=1)[CH2:2][CH2:3][CH3:4].I[CH:28]1[CH2:32][CH2:31][CH2:30][CH2:29]1, predict the reaction product. The product is: [NH2:26][C:8]1[N:7]=[C:6]([O:5][CH2:1][CH2:2][CH2:3][CH3:4])[N:14]=[C:13]2[C:9]=1[NH:10][C:11](=[O:24])[N:12]2[CH2:15][CH2:16][CH2:17][CH:18]1[CH2:23][CH2:22][CH2:21][CH2:20][N:19]1[CH:28]1[CH2:32][CH2:31][CH2:30][CH2:29]1. (2) Given the reactants [C:1]1([C:7]2[N:12]=[C:11]([C:13]([O:15][CH3:16])=[O:14])[CH:10]=[CH:9][CH:8]=2)[CH:6]=[CH:5][CH:4]=[CH:3][CH:2]=1.ClC1C=CC=C(C(OO)=[O:25])C=1.S([O-])([O-])(=O)=S.[Na+].[Na+], predict the reaction product. The product is: [C:1]1([C:7]2[CH:8]=[CH:9][CH:10]=[C:11]([C:13]([O:15][CH3:16])=[O:14])[N+:12]=2[O-:25])[CH:2]=[CH:3][CH:4]=[CH:5][CH:6]=1. (3) Given the reactants [C:1]([OH:9])(=[O:8])[C:2]1[CH:7]=[CH:6][CH:5]=[N:4][CH:3]=1.[Cl:10][CH2:11][C:12]([C:14]1[S:15][CH:16]=[CH:17][CH:18]=1)=[O:13].C(OCC)C, predict the reaction product. The product is: [Cl-:10].[C:1]([C:2]1[CH:3]=[N+:4]([CH2:11][C:12](=[O:13])[C:14]2[S:15][CH:16]=[CH:17][CH:18]=2)[CH:5]=[CH:6][CH:7]=1)([OH:9])=[O:8].